This data is from Forward reaction prediction with 1.9M reactions from USPTO patents (1976-2016). The task is: Predict the product of the given reaction. (1) Given the reactants S(=O)(=O)(O)O.[CH2:6]([O:13][C:14]1[CH:15]=[CH:16][C:17]2[C:21]([CH:22]=1)=[N:20][N:19](COCC[Si](C)(C)C)[C:18]=2[C:31]([OH:33])=[O:32])[C:7]1[CH:12]=[CH:11][CH:10]=[CH:9][CH:8]=1.[OH-].[Na+].[CH2:36](O)[CH3:37], predict the reaction product. The product is: [CH2:6]([O:13][C:14]1[CH:22]=[C:21]2[C:17]([C:18]([C:31]([O:33][CH2:36][CH3:37])=[O:32])=[N:19][NH:20]2)=[CH:16][CH:15]=1)[C:7]1[CH:8]=[CH:9][CH:10]=[CH:11][CH:12]=1. (2) The product is: [NH3:1].[F:13][CH:14]([F:18])[C:15]1[NH:10][C:3]2[CH:4]=[CH:5][CH:6]=[C:7]([O:8][CH3:9])[C:2]=2[N:1]=1. Given the reactants [NH2:1][C:2]1[C:7]([O:8][CH3:9])=[CH:6][CH:5]=[CH:4][C:3]=1[N+:10]([O-])=O.[F:13][CH:14]([F:18])[C:15](O)=O.Cl.C, predict the reaction product. (3) Given the reactants [CH3:1][O:2][C:3](=[O:11])[CH2:4]C1COCCN1.[CH3:12][CH2:13][N:14]([CH2:17][CH3:18])[CH2:15][CH3:16].[Cl:19][C:20]1[N:21]=[C:22](Cl)[C:23]2C=C[S:26][C:24]=2[N:25]=1.C[OH:31], predict the reaction product. The product is: [Cl:19][C:20]1[N:25]=[C:13]([N:14]2[CH2:17][CH2:18][O:31][CH2:16][CH:15]2[CH2:4][C:3]([O:2][CH3:1])=[O:11])[C:12]2[S:26][CH:24]=[CH:23][C:22]=2[N:21]=1.